From a dataset of Catalyst prediction with 721,799 reactions and 888 catalyst types from USPTO. Predict which catalyst facilitates the given reaction. (1) Reactant: C(OC([N:8]1[CH2:13][CH2:12][CH:11]([N:14]([C:25]2[CH:29]=[C:28]([C:30]3[CH:35]=[CH:34][CH:33]=[CH:32][CH:31]=3)[S:27][C:26]=2[C:36]([OH:38])=[O:37])[C:15](=[O:24])[C:16]2[CH:21]=[CH:20][C:19]([Cl:22])=[CH:18][C:17]=2[Cl:23])[CH2:10][CH2:9]1)=O)(C)(C)C.Cl. Product: [Cl:23][C:17]1[CH:18]=[C:19]([Cl:22])[CH:20]=[CH:21][C:16]=1[C:15]([N:14]([CH:11]1[CH2:12][CH2:13][NH:8][CH2:9][CH2:10]1)[C:25]1[CH:29]=[C:28]([C:30]2[CH:31]=[CH:32][CH:33]=[CH:34][CH:35]=2)[S:27][C:26]=1[C:36]([OH:38])=[O:37])=[O:24]. The catalyst class is: 12. (2) Reactant: [C:1]([CH2:4][C:5](=[O:7])[CH3:6])(=[O:3])[CH3:2].[O-]CC.[Na+].[Br:12][C:13]1[CH:18]=[CH:17][C:16](/[C:19](/Cl)=[N:20]/O)=[CH:15][CH:14]=1.Cl. Product: [Br:12][C:13]1[CH:18]=[CH:17][C:16]([C:19]2[C:4]([C:5](=[O:7])[CH3:6])=[C:1]([CH3:2])[O:3][N:20]=2)=[CH:15][CH:14]=1. The catalyst class is: 14. (3) Reactant: [CH2:1]([N:8]([CH2:46][CH:47]([CH3:49])[CH3:48])[C:9]1[CH:14]=[CH:13][C:12]([C:15]2[CH:20]=[CH:19][CH:18]=[CH:17][C:16]=2[C:21]2[N:22]=[N:23][N:24](C(C3C=CC=CC=3)(C3C=CC=CC=3)C3C=CC=CC=3)[N:25]=2)=[CH:11][C:10]=1[NH2:45])[C:2]1[CH:7]=[CH:6][CH:5]=[CH:4][CH:3]=1.[C:50]([OH:56])(C(F)(F)F)=O. Product: [CH2:1]([N:8]([CH2:46][CH:47]([CH3:49])[CH3:48])[C:9]1[CH:14]=[CH:13][C:12]([C:15]2[CH:20]=[CH:19][CH:18]=[CH:17][C:16]=2[C:21]2[NH:22][N:23]=[N:24][N:25]=2)=[CH:11][C:10]=1[NH:45][C:50]([NH:8][C:9]1[CH:14]=[CH:13][C:12]([CH3:15])=[CH:11][CH:10]=1)=[O:56])[C:2]1[CH:3]=[CH:4][CH:5]=[CH:6][CH:7]=1. The catalyst class is: 2. (4) Reactant: [OH-].[Na+].C([O:5][C:6](=[O:36])[CH:7]([CH2:13][CH2:14][CH2:15][O:16][C:17]1[CH:26]=[CH:25][C:24]2[C:19](=[CH:20][CH:21]=[C:22]([C:27]3[O:28][C:29]4[CH:35]=[CH:34][CH:33]=[CH:32][C:30]=4[N:31]=3)[CH:23]=2)[CH:18]=1)[C:8]([O:10]CC)=[O:9])C. Product: [O:28]1[C:29]2[CH:35]=[CH:34][CH:33]=[CH:32][C:30]=2[N:31]=[C:27]1[C:22]1[CH:23]=[C:24]2[C:19](=[CH:20][CH:21]=1)[CH:18]=[C:17]([O:16][CH2:15][CH2:14][CH2:13][CH:7]([C:8]([OH:10])=[O:9])[C:6]([OH:36])=[O:5])[CH:26]=[CH:25]2. The catalyst class is: 5. (5) Reactant: C([O:8][C@H:9]1[CH2:14][C:13]([F:16])([F:15])[CH2:12][CH2:11][C@H:10]1[NH:17][C@H](C1C=CC=CC=1)C)C1C=CC=CC=1. Product: [NH2:17][C@H:10]1[CH2:11][CH2:12][C:13]([F:16])([F:15])[CH2:14][C@H:9]1[OH:8]. The catalyst class is: 105. (6) Reactant: [F:1][C:2]([F:26])([F:25])[O:3][C:4]1[CH:9]=[CH:8][C:7]([CH:10]2[CH2:15][NH:14][CH2:13][CH:12]([NH:16][C:17](=[O:24])[C:18]3[CH:23]=[CH:22][CH:21]=[CH:20][CH:19]=3)[CH2:11]2)=[CH:6][CH:5]=1.C(N(CC)CC)C.[C:34](Cl)(=[O:45])[O:35][C:36]1[CH:41]=[CH:40][C:39]([N+:42]([O-:44])=[O:43])=[CH:38][CH:37]=1.C(=O)(O)[O-].[Na+]. Product: [C:18]1([C:17]([NH:16][CH:12]2[CH2:11][CH:10]([C:7]3[CH:6]=[CH:5][C:4]([O:3][C:2]([F:1])([F:25])[F:26])=[CH:9][CH:8]=3)[CH2:15][N:14]([C:34]([O:35][C:36]3[CH:37]=[CH:38][C:39]([N+:42]([O-:44])=[O:43])=[CH:40][CH:41]=3)=[O:45])[CH2:13]2)=[O:24])[CH:19]=[CH:20][CH:21]=[CH:22][CH:23]=1. The catalyst class is: 46. (7) Reactant: [CH2:1]([S:3]([C:6]1[CH:11]=[CH:10][C:9]([NH2:12])=[CH:8][CH:7]=1)(=[O:5])=[O:4])[CH3:2].C(N(C(C)C)CC)(C)C.Cl[C:23](Cl)([O:25]C(=O)OC(Cl)(Cl)Cl)Cl.[CH3:34][C:35]1([CH3:49])[C:39]([CH3:41])([CH3:40])[O:38][B:37]([C:42]2[CH:43]=[C:44]([NH2:48])[CH:45]=[CH:46][CH:47]=2)[O:36]1. Product: [CH2:1]([S:3]([C:6]1[CH:11]=[CH:10][C:9]([NH:12][C:23]([NH:48][C:44]2[CH:45]=[CH:46][CH:47]=[C:42]([B:37]3[O:36][C:35]([CH3:49])([CH3:34])[C:39]([CH3:40])([CH3:41])[O:38]3)[CH:43]=2)=[O:25])=[CH:8][CH:7]=1)(=[O:5])=[O:4])[CH3:2]. The catalyst class is: 98. (8) Reactant: [Br:1][Si](C)(C)C.CS(C)=O.[CH:10]1([C:15]([OH:17])=[O:16])[CH2:14][CH:13]=[CH:12][CH2:11]1.C(N(CC)C(C)C)(C)C. Product: [Br:1][CH:12]1[CH:13]2[CH2:14][CH:10]([C:15](=[O:17])[O:16]2)[CH2:11]1. The catalyst class is: 22.